This data is from Full USPTO retrosynthesis dataset with 1.9M reactions from patents (1976-2016). The task is: Predict the reactants needed to synthesize the given product. (1) The reactants are: [Br:1][C:2]1[CH:3]=[CH:4][C:5]2[O:10][C@:9]([CH3:16])([CH:11]([O:14][CH3:15])[O:12][CH3:13])[C@@H:8]3[O:17][C@@H:7]3[C:6]=2[CH:18]=1.[Cl:19][C:20]1[CH:25]=[CH:24][C:23]([NH:26][CH2:27][C:28]2[N:29]=[N:30][N:31]([CH3:33])[N:32]=2)=[CH:22][CH:21]=1. Given the product [Br:1][C:2]1[CH:3]=[CH:4][C:5]2[O:10][C@:9]([CH3:16])([CH:11]([O:14][CH3:15])[O:12][CH3:13])[C@H:8]([OH:17])[C@@H:7]([N:26]([C:23]3[CH:24]=[CH:25][C:20]([Cl:19])=[CH:21][CH:22]=3)[CH2:27][C:28]3[N:29]=[N:30][N:31]([CH3:33])[N:32]=3)[C:6]=2[CH:18]=1, predict the reactants needed to synthesize it. (2) Given the product [CH:1]([O:3][C@@H:4]1[CH2:8][N:7]([CH:9]2[CH2:14][CH2:13][O:12][CH2:11][CH2:10]2)[CH2:6][C@H:5]1[NH:15][C:16](=[O:31])[CH2:17][NH:18][C:19](=[O:30])[C:20]1[CH:25]=[CH:24][CH:23]=[C:22]([C:26]([F:28])([F:27])[F:29])[CH:21]=1)([CH3:33])[CH3:2], predict the reactants needed to synthesize it. The reactants are: [CH2:1]([O:3][C@@H:4]1[CH2:8][N:7]([CH:9]2[CH2:14][CH2:13][O:12][CH2:11][CH2:10]2)[CH2:6][C@H:5]1[NH:15][C:16](=[O:31])[CH2:17][NH:18][C:19](=[O:30])[C:20]1[CH:25]=[CH:24][CH:23]=[C:22]([C:26]([F:29])([F:28])[F:27])[CH:21]=1)[CH3:2].Br[CH:33](C)C.BrCC. (3) Given the product [OH:51][CH:4]1[CH2:3][CH2:2][N:1]([CH2:8][CH2:9][N:10]2[CH2:11][CH2:12][CH:13]([NH:16][C:17]([C:19]3[NH:20][C:21]4[C:26]([CH:27]=3)=[C:25]([O:28][CH2:29][CH:30]([CH3:32])[CH3:31])[CH:24]=[CH:23][CH:22]=4)=[O:18])[CH2:14][CH2:15]2)[CH2:7][CH2:5]1, predict the reactants needed to synthesize it. The reactants are: [N:1]1([CH2:8][CH2:9][N:10]2[CH2:15][CH2:14][CH:13]([NH:16][C:17]([C:19]3[NH:20][C:21]4[C:26]([CH:27]=3)=[C:25]([O:28][CH2:29][CH:30]([CH3:32])[CH3:31])[CH:24]=[CH:23][CH:22]=4)=[O:18])[CH2:12][CH2:11]2)[CH2:7]C[CH2:5][CH2:4][CH2:3][CH2:2]1.Cl.Cl.Cl.NC1CCN(CCN2CCC([OH:51])CC2)CC1. (4) Given the product [F:1][C:2]1[CH:7]=[C:6]([NH:8][C:9]2[C:14]([F:15])=[CH:13][CH:12]=[CH:11][N:10]=2)[C:5]([NH2:16])=[CH:4][CH:3]=1, predict the reactants needed to synthesize it. The reactants are: [F:1][C:2]1[CH:3]=[CH:4][C:5]([N+:16]([O-])=O)=[C:6]([NH:8][C:9]2[C:14]([F:15])=[CH:13][CH:12]=[CH:11][N:10]=2)[CH:7]=1. (5) Given the product [C:1]([O:5][C:6]([N:8]1[CH2:13][CH2:12][CH:11]([C:14]2[CH:19]=[CH:18][CH:17]=[CH:16][C:15]=2[CH2:20][O:21][S:26]([CH3:25])(=[O:28])=[O:27])[CH2:10][CH2:9]1)=[O:7])([CH3:4])([CH3:2])[CH3:3], predict the reactants needed to synthesize it. The reactants are: [C:1]([O:5][C:6]([N:8]1[CH2:13][CH2:12][CH:11]([C:14]2[CH:19]=[CH:18][CH:17]=[CH:16][C:15]=2[CH2:20][OH:21])[CH2:10][CH2:9]1)=[O:7])([CH3:4])([CH3:3])[CH3:2].C(Cl)Cl.[CH3:25][S:26](O[S:26]([CH3:25])(=[O:28])=[O:27])(=[O:28])=[O:27].CCN(C(C)C)C(C)C.O. (6) Given the product [CH3:17][O:18][C:19]1[CH:26]=[CH:25][C:22]([C:23]2[NH:16][C:11]3[CH:10]=[C:9]([C:1]4[CH:2]=[C:3]([NH2:8])[C:4]([NH2:7])=[CH:5][CH:6]=4)[CH:14]=[CH:13][C:12]=3[N:15]=2)=[CH:21][CH:20]=1, predict the reactants needed to synthesize it. The reactants are: [C:1]1([C:9]2[CH:14]=[CH:13][C:12]([NH2:15])=[C:11]([NH2:16])[CH:10]=2)[CH:6]=[CH:5][C:4]([NH2:7])=[C:3]([NH2:8])[CH:2]=1.[CH3:17][O:18][C:19]1[CH:26]=[CH:25][C:22]([CH:23]=O)=[CH:21][CH:20]=1. (7) Given the product [Cl:1][C:2]1[N:3]=[CH:4][C:5]2[NH:19][C:10](=[O:11])[C@H:9]([CH2:14][CH3:15])[N:8]([CH:16]([CH3:18])[CH3:17])[C:6]=2[N:7]=1, predict the reactants needed to synthesize it. The reactants are: [Cl:1][C:2]1[N:7]=[C:6]([N:8]([CH:16]([CH3:18])[CH3:17])[C@@H:9]([CH2:14][CH3:15])[C:10](OC)=[O:11])[C:5]([N+:19]([O-])=O)=[CH:4][N:3]=1. (8) Given the product [C:1]([O:5][C:6](=[O:15])[NH:7][C:8]1[CH:9]=[N:10][CH:11]=[C:12]([CH3:14])[C:13]=1[I:28])([CH3:4])([CH3:3])[CH3:2], predict the reactants needed to synthesize it. The reactants are: [C:1]([O:5][C:6](=[O:15])[NH:7][C:8]1[CH:9]=[N:10][CH:11]=[C:12]([CH3:14])[CH:13]=1)([CH3:4])([CH3:3])[CH3:2].CNCCN(C)C.C([Li])CCC.[I:28]I. (9) Given the product [CH3:20][O:19][C:16]1[C:17]2[N:18]=[C:10]([NH:9][C:8]([N:41]3[CH2:42][CH2:43][CH:38]([CH2:37][O:36][CH3:35])[CH2:39][CH2:40]3)=[O:27])[S:11][C:12]=2[C:13]([N:21]2[CH2:22][CH2:23][O:24][CH2:25][CH2:26]2)=[N:14][CH:15]=1, predict the reactants needed to synthesize it. The reactants are: C1(O[C:8](=[O:27])[NH:9][C:10]2[S:11][C:12]3[C:13]([N:21]4[CH2:26][CH2:25][O:24][CH2:23][CH2:22]4)=[N:14][CH:15]=[C:16]([O:19][CH3:20])[C:17]=3[N:18]=2)C=CC=CC=1.FC(F)(F)C(O)=O.[CH3:35][O:36][CH2:37][CH:38]1[CH2:43][CH2:42][NH:41][CH2:40][CH2:39]1.C(N(CC)C(C)C)(C)C.